From a dataset of Full USPTO retrosynthesis dataset with 1.9M reactions from patents (1976-2016). Predict the reactants needed to synthesize the given product. (1) Given the product [Br:1][C:2]1[CH:3]=[C:4]([CH2:23][S:28]([CH3:33])(=[O:30])=[O:27])[C:5]([N:8]([C:9]([O:11][C:12]([CH3:15])([CH3:14])[CH3:13])=[O:10])[C:16]([O:18][C:19]([CH3:20])([CH3:21])[CH3:22])=[O:17])=[N:6][CH:7]=1, predict the reactants needed to synthesize it. The reactants are: [Br:1][C:2]1[CH:3]=[C:4]([CH2:23]SC)[C:5]([N:8]([C:16]([O:18][C:19]([CH3:22])([CH3:21])[CH3:20])=[O:17])[C:9]([O:11][C:12]([CH3:15])([CH3:14])[CH3:13])=[O:10])=[N:6][CH:7]=1.O[O:27][S:28]([O-:30])=O.[K+].O.[CH3:33]C#N. (2) Given the product [Cl:1][C:2]1[CH:13]=[CH:12][C:5]([CH:6]=[O:7])=[CH:4][N:3]=1, predict the reactants needed to synthesize it. The reactants are: [Cl:1][C:2]1[CH:13]=[CH:12][C:5]([C:6](N(OC)C)=[O:7])=[CH:4][N:3]=1.[H-].C([Al+]CC(C)C)C(C)C.CCCCCC. (3) Given the product [Cl:1][C:2]1[CH:3]=[C:4]([C:10]2[C:11]([CH3:27])=[N:12][N:13]([CH2:16][C:17]3[CH:18]=[CH:19][C:20]([C:23]([NH:31][CH2:28][CH2:29][CH3:30])=[O:24])=[N:21][CH:22]=3)[C:14]=2[CH3:15])[CH:5]=[CH:6][C:7]=1[C:8]#[N:9], predict the reactants needed to synthesize it. The reactants are: [Cl:1][C:2]1[CH:3]=[C:4]([C:10]2[C:11]([CH3:27])=[N:12][N:13]([CH2:16][C:17]3[CH:18]=[CH:19][C:20]([C:23](OC)=[O:24])=[N:21][CH:22]=3)[C:14]=2[CH3:15])[CH:5]=[CH:6][C:7]=1[C:8]#[N:9].[CH2:28]([NH2:31])[CH2:29][CH3:30]. (4) Given the product [NH2:1][C:4]1[CH:5]=[CH:6][C:7]([C:10]([P:13](=[O:20])([O:17][CH2:18][CH3:19])[O:14][CH2:15][CH3:16])([F:11])[F:12])=[CH:8][CH:9]=1, predict the reactants needed to synthesize it. The reactants are: [N+:1]([C:4]1[CH:9]=[CH:8][C:7]([C:10]([P:13](=[O:20])([O:17][CH2:18][CH3:19])[O:14][CH2:15][CH3:16])([F:12])[F:11])=[CH:6][CH:5]=1)([O-])=O. (5) Given the product [OH:16][C:14]1[CH:15]=[C:6]([C:4]2[CH:3]=[N:2][S:1][CH:5]=2)[CH:7]=[C:8]2[C:13]=1[N:12]=[CH:11][NH:10][C:9]2=[O:33], predict the reactants needed to synthesize it. The reactants are: [S:1]1[CH:5]=[C:4]([C:6]2[CH:7]=[C:8]3[C:13](=[C:14]([O:16]COCC[Si](C)(C)C)[CH:15]=2)[N:12]=[CH:11][N:10](COCC[Si](C)(C)C)[C:9]3=[O:33])[CH:3]=[N:2]1.